From a dataset of CYP2C9 inhibition data for predicting drug metabolism from PubChem BioAssay. Regression/Classification. Given a drug SMILES string, predict its absorption, distribution, metabolism, or excretion properties. Task type varies by dataset: regression for continuous measurements (e.g., permeability, clearance, half-life) or binary classification for categorical outcomes (e.g., BBB penetration, CYP inhibition). Dataset: cyp2c9_veith. (1) The compound is Cc1cc(-c2n[nH]c(=S)o2)c(C)n1-c1ccccc1. The result is 1 (inhibitor). (2) The drug is N=C(N)SCc1nc(-c2ccc(Cl)cc2)no1. The result is 1 (inhibitor). (3) The compound is COc1cc(OC)c(OC)cc1C=NCC1(c2ccccc2)CCCC1.Cl. The result is 0 (non-inhibitor).